From a dataset of Full USPTO retrosynthesis dataset with 1.9M reactions from patents (1976-2016). Predict the reactants needed to synthesize the given product. (1) Given the product [CH3:35][N:31]1[C:30]2[C:36]([CH3:38])=[CH:37][C:27]([NH:26][C:22]3[N:23]=[CH:24][N:25]=[C:20]([N:3]4[CH2:4][CH2:5][CH:6]([N:9]5[C:17]6[C:12](=[N:13][CH:14]=[CH:15][CH:16]=6)[NH:11][C:10]5=[O:18])[CH2:7][CH2:8]4)[CH:21]=3)=[CH:28][C:29]=2[O:33][C:32]1=[O:34], predict the reactants needed to synthesize it. The reactants are: Cl.Cl.[NH:3]1[CH2:8][CH2:7][CH:6]([N:9]2[C:17]3[C:12](=[N:13][CH:14]=[CH:15][CH:16]=3)[NH:11][C:10]2=[O:18])[CH2:5][CH2:4]1.Cl[C:20]1[N:25]=[CH:24][N:23]=[C:22]([NH:26][C:27]2[CH:37]=[C:36]([CH3:38])[C:30]3[N:31]([CH3:35])[C:32](=[O:34])[O:33][C:29]=3[CH:28]=2)[CH:21]=1.CCN(C(C)C)C(C)C. (2) Given the product [Br:13][CH2:14][CH2:26][CH2:24][CH2:27][O:10][C:6]1[CH:5]=[C:4]2[C:9](=[CH:8][CH:7]=1)[CH2:1][CH2:2][CH2:3]2, predict the reactants needed to synthesize it. The reactants are: [CH2:1]1[C:9]2[C:4](=[CH:5][C:6]([OH:10])=[CH:7][CH:8]=2)[CH2:3][CH2:2]1.[OH-].[Na+].[Br:13][CH:14](C(Br)C)C.S([O-])(O)(=O)=O.[C:24]([NH3+])([CH3:27])([CH3:26])C. (3) Given the product [Cl:35][C:33]1[CH:32]=[C:29]([CH:28]=[C:27]([O:26][C:23]2[C:24](=[O:25])[N:19]([CH2:18][C:4]3[CH:3]=[C:2]([C:45]([O:47][CH2:48][CH3:49])=[CH2:46])[C:7](=[O:8])[N:6]([CH2:9][C:10]4[CH:15]=[CH:14][C:13]([O:16][CH3:17])=[CH:12][CH:11]=4)[N:5]=3)[CH:20]=[N:21][C:22]=2[C:36]([F:39])([F:38])[F:37])[CH:34]=1)[C:30]#[N:31], predict the reactants needed to synthesize it. The reactants are: Br[C:2]1[C:7](=[O:8])[N:6]([CH2:9][C:10]2[CH:15]=[CH:14][C:13]([O:16][CH3:17])=[CH:12][CH:11]=2)[N:5]=[C:4]([CH2:18][N:19]2[C:24](=[O:25])[C:23]([O:26][C:27]3[CH:28]=[C:29]([CH:32]=[C:33]([Cl:35])[CH:34]=3)[C:30]#[N:31])=[C:22]([C:36]([F:39])([F:38])[F:37])[N:21]=[CH:20]2)[CH:3]=1.C([Sn](CCCC)(CCCC)[C:45]([O:47][CH2:48][CH3:49])=[CH2:46])CCC. (4) Given the product [C:20]([C:22]1[CH:28]=[CH:27][C:25]([NH:26][C:15]([C:10]2[C:9]([C:6]3[CH:7]=[CH:8][C:3]([C:2]([F:19])([F:18])[F:1])=[CH:4][CH:5]=3)=[CH:14][CH:13]=[CH:12][CH:11]=2)=[O:16])=[CH:24][CH:23]=1)#[CH:21], predict the reactants needed to synthesize it. The reactants are: [F:1][C:2]([F:19])([F:18])[C:3]1[CH:8]=[CH:7][C:6]([C:9]2[C:10]([C:15](Cl)=[O:16])=[CH:11][CH:12]=[CH:13][CH:14]=2)=[CH:5][CH:4]=1.[C:20]([C:22]1[CH:28]=[CH:27][C:25]([NH2:26])=[CH:24][CH:23]=1)#[CH:21].C(N(CC)CC)C.C(OCC)(=O)C. (5) Given the product [Br:15][C:12]1[CH:13]=[N:14][C:7]2[NH:6][CH:5]([CH2:4][CH2:3][OH:2])[CH2:10][O:9][C:8]=2[CH:11]=1, predict the reactants needed to synthesize it. The reactants are: C(=O)(OC(C)(C)C)[O:2][CH2:3][CH2:4][CH:5]1[CH2:10][O:9][C:8]2[CH:11]=[C:12]([Br:15])[CH:13]=[N:14][C:7]=2[NH:6]1.[OH-].[Na+]. (6) Given the product [C:7]1([C:13]2[N:14]=[C:15]([CH2:18][OH:19])[NH:16][CH:17]=2)[CH:8]=[CH:9][CH:10]=[CH:11][CH:12]=1, predict the reactants needed to synthesize it. The reactants are: [H-].[Al+3].[Li+].[H-].[H-].[H-].[C:7]1([C:13]2[N:14]=[C:15]([C:18](OCC)=[O:19])[NH:16][CH:17]=2)[CH:12]=[CH:11][CH:10]=[CH:9][CH:8]=1.O. (7) Given the product [C:1]([O:5][C:6]([N:8]1[CH2:13][CH2:12][N+:11]([O-:45])([C:14]2[CH:19]=[CH:18][CH:17]=[C:16]([N:20]3[CH2:29][C@H:28]4[N:24]([CH2:25][CH2:26][CH2:27]4)[C:23]4[N:30]=[C:31]([NH:55][CH2:53][CH3:54])[N:32]=[CH:33][C:22]=4[C:21]3=[O:36])[CH:15]=2)[CH2:10][CH2:9]1)=[O:7])([CH3:4])([CH3:3])[CH3:2], predict the reactants needed to synthesize it. The reactants are: [C:1]([O:5][C:6]([N:8]1[CH2:13][CH2:12][N:11]([C:14]2[CH:15]=[C:16]([N:20]3[CH2:29][C@H:28]4[N:24]([CH2:25][CH2:26][CH2:27]4)[C:23]4[N:30]=[C:31](SC)[N:32]=[CH:33][C:22]=4[C:21]3=[O:36])[CH:17]=[CH:18][CH:19]=2)[CH2:10][CH2:9]1)=[O:7])([CH3:4])([CH3:3])[CH3:2].ClC1C=CC=C(C(OO)=[O:45])C=1.C(=O)(O)[O-].[Na+].[CH2:53]([NH2:55])[CH3:54].C1COCC1. (8) Given the product [CH2:17]([O:19][C:20](=[O:30])[CH:21]=[CH:22][C:23]1[CH:28]=[CH:27][CH:26]=[C:25]([NH:29][C:14]([C:12]2[CH:11]=[CH:10][CH:9]=[C:8]([C:4]3[CH:5]=[CH:6][CH:7]=[C:2]([Cl:1])[CH:3]=3)[N:13]=2)=[O:16])[CH:24]=1)[CH3:18], predict the reactants needed to synthesize it. The reactants are: [Cl:1][C:2]1[CH:3]=[C:4]([C:8]2[N:13]=[C:12]([C:14]([OH:16])=O)[CH:11]=[CH:10][CH:9]=2)[CH:5]=[CH:6][CH:7]=1.[CH2:17]([O:19][C:20](=[O:30])[CH:21]=[CH:22][C:23]1[CH:28]=[CH:27][CH:26]=[C:25]([NH2:29])[CH:24]=1)[CH3:18]. (9) The reactants are: [C:1]([NH:4][C:5]12[CH2:14][C:9]3([CH3:15])[CH2:10][CH:11]([CH2:13][C:7]([CH3:16])([CH2:8]3)[CH2:6]1)[CH2:12]2)(=[O:3])[CH3:2].S(=O)(=O)(O)O.[OH-:22].[Na+].[C:24](#[N:26])[CH3:25]. Given the product [C:1]([NH:4][C:5]12[CH2:14][C:9]3([CH3:15])[CH2:10][C:11]([NH:26][C:24](=[O:22])[CH3:25])([CH2:13][C:7]([CH3:16])([CH2:8]3)[CH2:6]1)[CH2:12]2)(=[O:3])[CH3:2], predict the reactants needed to synthesize it. (10) Given the product [NH:11]1[C:12]([N:13]([CH2:15][CH2:16][CH2:17][N:18]([CH3:19])[CH3:20])[NH2:14])=[N:8][N:9]=[N:10]1, predict the reactants needed to synthesize it. The reactants are: COC1C=CC(C[N:8]2[C:12]([N:13]([CH2:15][CH2:16][CH2:17][N:18]([CH3:20])[CH3:19])[NH2:14])=[N:11][N:10]=[N:9]2)=CC=1.Cl.